Dataset: Reaction yield outcomes from USPTO patents with 853,638 reactions. Task: Predict the reaction yield, written as a fraction of the theoretical maximum amount of product (1.0 means a 100% yield; for example, 0.34 means a 34% yield). The reactants are [F:1][C:2]1[CH:8]=[CH:7][C:5]([NH2:6])=[CH:4][CH:3]=1.C[O:10][C:11]([C:13]1[C:18]([CH2:19][CH:20]=O)=[CH:17][C:16]([CH2:22][O:23][C:24]2[CH:29]=[CH:28][CH:27]=[CH:26][CH:25]=2)=[CH:15][N:14]=1)=O.C(O[BH-](OC(=O)C)OC(=O)C)(=O)C.[Na+].C(O)(=O)C. The catalyst is C(Cl)Cl. The product is [F:1][C:2]1[CH:8]=[CH:7][C:5]([N:6]2[C:11](=[O:10])[C:13]3[N:14]=[CH:15][C:16]([CH2:22][O:23][C:24]4[CH:29]=[CH:28][CH:27]=[CH:26][CH:25]=4)=[CH:17][C:18]=3[CH2:19][CH2:20]2)=[CH:4][CH:3]=1. The yield is 0.150.